This data is from NCI-60 drug combinations with 297,098 pairs across 59 cell lines. The task is: Regression. Given two drug SMILES strings and cell line genomic features, predict the synergy score measuring deviation from expected non-interaction effect. (1) Drug 1: CS(=O)(=O)C1=CC(=C(C=C1)C(=O)NC2=CC(=C(C=C2)Cl)C3=CC=CC=N3)Cl. Drug 2: CN(C)C1=NC(=NC(=N1)N(C)C)N(C)C. Cell line: K-562. Synergy scores: CSS=18.9, Synergy_ZIP=6.10, Synergy_Bliss=12.2, Synergy_Loewe=1.72, Synergy_HSA=8.40. (2) Drug 1: CS(=O)(=O)C1=CC(=C(C=C1)C(=O)NC2=CC(=C(C=C2)Cl)C3=CC=CC=N3)Cl. Drug 2: C1=CC(=C2C(=C1NCCNCCO)C(=O)C3=C(C=CC(=C3C2=O)O)O)NCCNCCO. Cell line: TK-10. Synergy scores: CSS=39.4, Synergy_ZIP=6.63, Synergy_Bliss=7.17, Synergy_Loewe=-8.83, Synergy_HSA=7.98. (3) Drug 1: CN(CC1=CN=C2C(=N1)C(=NC(=N2)N)N)C3=CC=C(C=C3)C(=O)NC(CCC(=O)O)C(=O)O. Drug 2: C1CN(CCN1C(=O)CCBr)C(=O)CCBr. Cell line: U251. Synergy scores: CSS=62.4, Synergy_ZIP=1.75, Synergy_Bliss=0.889, Synergy_Loewe=0.726, Synergy_HSA=4.25.